Dataset: NCI-60 drug combinations with 297,098 pairs across 59 cell lines. Task: Regression. Given two drug SMILES strings and cell line genomic features, predict the synergy score measuring deviation from expected non-interaction effect. Drug 1: C1=C(C(=O)NC(=O)N1)F. Drug 2: CC12CCC3C(C1CCC2O)C(CC4=C3C=CC(=C4)O)CCCCCCCCCS(=O)CCCC(C(F)(F)F)(F)F. Cell line: KM12. Synergy scores: CSS=10.4, Synergy_ZIP=-14.3, Synergy_Bliss=-30.6, Synergy_Loewe=-29.1, Synergy_HSA=-28.2.